From a dataset of Full USPTO retrosynthesis dataset with 1.9M reactions from patents (1976-2016). Predict the reactants needed to synthesize the given product. (1) Given the product [N+:29]([C:26]1[CH:27]=[CH:28][C:23]([O:22][C:20]([C:15]2[CH:16]=[CH:17][CH:18]=[CH:19][C:14]=2[C:13]([O:12][CH2:11][C@H:10]2[O:9][C@@H:8]([N:33]3[CH:41]=[C:39]([CH3:40])[C:37](=[O:38])[NH:36][C:34]3=[O:35])[CH2:7][C@@H:6]2[OH:5])=[O:32])=[O:21])=[CH:24][CH:25]=1)([O-:31])=[O:30], predict the reactants needed to synthesize it. The reactants are: C([O:5][C@@H:6]1[C@@H:10]([CH2:11][O:12][C:13](=[O:32])[C:14]2[CH:19]=[CH:18][CH:17]=[CH:16][C:15]=2[C:20]([O:22][C:23]2[CH:28]=[CH:27][C:26]([N+:29]([O-:31])=[O:30])=[CH:25][CH:24]=2)=[O:21])[O:9][C@@:8]([SiH](C)C)([N:33]2[CH:41]=[C:39]([CH3:40])[C:37](=[O:38])[NH:36][C:34]2=[O:35])[CH2:7]1)(C)(C)C.F.N1C=CC=CC=1. (2) Given the product [ClH:34].[CH2:1]([C@@H:8]1[CH2:19][N:18]2[C:10]([C:11]3[NH:12][C:13]([CH:26]4[CH2:30][CH2:29][CH2:28][CH2:27]4)=[N:14][C:15]=3[N:16]([CH2:21][C:22]([OH:24])=[O:23])[C:17]2=[O:20])=[N:9]1)[C:2]1[CH:3]=[CH:4][CH:5]=[CH:6][CH:7]=1, predict the reactants needed to synthesize it. The reactants are: [CH2:1]([C@@H:8]1[CH2:19][N:18]2[C:10]([C:11]3[NH:12][C:13]([CH:26]4[CH2:30][CH2:29][CH2:28][CH2:27]4)=[N:14][C:15]=3[N:16]([CH2:21][C:22]([O:24]C)=[O:23])[C:17]2=[O:20])=[N:9]1)[C:2]1[CH:7]=[CH:6][CH:5]=[CH:4][CH:3]=1.O.[OH-].[Li+].[ClH:34]. (3) Given the product [C:15]([O:14][C:13](=[O:19])[NH:12][CH2:11][CH2:10][CH:9]([NH:8][C:6](=[O:7])[C:5]1[CH:26]=[CH:27][C:2]([Cl:1])=[C:3]([NH:28][C:29]([C:31]2[C:44](=[O:45])[NH:43][C:34]3[N:35]=[C:36]([N:49]4[CH2:48][C@H:47]5[O:54][C@H:51]([CH2:52][CH2:53]5)[CH2:50]4)[N:37]=[CH:38][C:33]=3[CH:32]=2)=[O:30])[CH:4]=1)[C:20]1[CH:25]=[CH:24][CH:23]=[CH:22][CH:21]=1)([CH3:18])([CH3:17])[CH3:16], predict the reactants needed to synthesize it. The reactants are: [Cl:1][C:2]1[CH:27]=[CH:26][C:5]([C:6]([NH:8][CH:9]([C:20]2[CH:25]=[CH:24][CH:23]=[CH:22][CH:21]=2)[CH2:10][CH2:11][NH:12][C:13](=[O:19])[O:14][C:15]([CH3:18])([CH3:17])[CH3:16])=[O:7])=[CH:4][C:3]=1[NH:28][C:29]([C:31]1[C:44](=[O:45])[NH:43][C:34]2[N:35]=[C:36](S(C)(=O)=O)[N:37]=[CH:38][C:33]=2[CH:32]=1)=[O:30].Cl.[C@@H:47]12[O:54][C@@H:51]([CH2:52][CH2:53]1)[CH2:50][NH:49][CH2:48]2.C(N(CC)CC)C.